Predict the reaction yield, written as a fraction of the theoretical maximum amount of product (1.0 means a 100% yield; for example, 0.34 means a 34% yield). From a dataset of Buchwald-Hartwig C-N cross coupling reaction yields with 55,370 reactions. (1) The reactants are COc1ccc(I)cc1.Cc1ccc(N)cc1.O=S(=O)(O[Pd]1c2ccccc2-c2ccccc2N~1)C(F)(F)F.COc1ccc(OC)c(P(C(C)(C)C)C(C)(C)C)c1-c1c(C(C)C)cc(C(C)C)cc1C(C)C.CCN=P(N=P(N(C)C)(N(C)C)N(C)C)(N(C)C)N(C)C.c1ccc(CN(Cc2ccccc2)c2ccon2)cc1. No catalyst specified. The product is COc1ccc(Nc2ccc(C)cc2)cc1. The yield is 0.610. (2) The reactants are Clc1ccccn1.Cc1ccc(N)cc1.O=S(=O)(O[Pd]1c2ccccc2-c2ccccc2N~1)C(F)(F)F.CC(C)c1cc(C(C)C)c(-c2ccccc2P(C(C)(C)C)C(C)(C)C)c(C(C)C)c1.CCN=P(N=P(N(C)C)(N(C)C)N(C)C)(N(C)C)N(C)C.CCOC(=O)c1cnoc1. No catalyst specified. The product is Cc1ccc(Nc2ccccn2)cc1. The yield is 0.0345. (3) The product is COc1ccc(Nc2ccc(C)cc2)cc1. The yield is 0.460. The reactants are COc1ccc(I)cc1.Cc1ccc(N)cc1.O=S(=O)(O[Pd]1c2ccccc2-c2ccccc2N~1)C(F)(F)F.COc1ccc(OC)c(P(C(C)(C)C)C(C)(C)C)c1-c1c(C(C)C)cc(C(C)C)cc1C(C)C.CN1CCCN2CCCN=C12.CCOC(=O)c1cc(C)no1. No catalyst specified. (4) The reactants are COc1ccc(Br)cc1.Cc1ccc(N)cc1.O=S(=O)(O[Pd]1c2ccccc2-c2ccccc2N~1)C(F)(F)F.COc1ccc(OC)c(P(C(C)(C)C)C(C)(C)C)c1-c1c(C(C)C)cc(C(C)C)cc1C(C)C.CN1CCCN2CCCN=C12.c1ccc(-c2cnoc2)cc1. No catalyst specified. The product is COc1ccc(Nc2ccc(C)cc2)cc1. The yield is 0.208. (5) The reactants are COc1ccc(Br)cc1.Cc1ccc(N)cc1.O=S(=O)(O[Pd]1c2ccccc2-c2ccccc2N~1)C(F)(F)F.COc1ccc(OC)c(P([C@]23C[C@H]4C[C@H](C[C@H](C4)C2)C3)[C@]23C[C@H]4C[C@H](C[C@H](C4)C2)C3)c1-c1c(C(C)C)cc(C(C)C)cc1C(C)C.CN1CCCN2CCCN=C12.CCOC(=O)c1cnoc1C. No catalyst specified. The product is COc1ccc(Nc2ccc(C)cc2)cc1. The yield is 0.244. (6) The reactants are FC(F)(F)c1ccc(Br)cc1.Cc1ccc(N)cc1.O=S(=O)(O[Pd]1c2ccccc2-c2ccccc2N~1)C(F)(F)F.CC(C)c1cc(C(C)C)c(-c2ccccc2P(C(C)(C)C)C(C)(C)C)c(C(C)C)c1.CCN=P(N=P(N(C)C)(N(C)C)N(C)C)(N(C)C)N(C)C.CCOC(=O)c1cnoc1C. No catalyst specified. The product is Cc1ccc(Nc2ccc(C(F)(F)F)cc2)cc1. The yield is 0.161. (7) The reactants are Brc1cccnc1.Cc1ccc(N)cc1.O=S(=O)(O[Pd]1c2ccccc2-c2ccccc2N~1)C(F)(F)F.COc1ccc(OC)c(P(C(C)(C)C)C(C)(C)C)c1-c1c(C(C)C)cc(C(C)C)cc1C(C)C.CCN=P(N=P(N(C)C)(N(C)C)N(C)C)(N(C)C)N(C)C.CCOC(=O)c1ccon1. No catalyst specified. The product is Cc1ccc(Nc2cccnc2)cc1. The yield is 0.